Dataset: Full USPTO retrosynthesis dataset with 1.9M reactions from patents (1976-2016). Task: Predict the reactants needed to synthesize the given product. Given the product [CH2:20]([O:22][C:23]([C:25]1[C:31]2[NH:32][C:33]3[CH:34]=[CH:35][C:36]([N:62]([CH2:59][C:60]4[CH:11]=[CH:12][CH:6]=[CH:4][CH:61]=4)[C:63]([N:54]([CH3:55])[CH3:52])=[O:64])=[CH:37][C:38]=3[C:30]=2[C:29]([CH3:41])([CH3:40])[CH2:28][N:27]([C:42](=[O:51])[C:43]2[CH:44]=[CH:45][C:46]([F:49])=[CH:47][CH:48]=2)[CH:26]=1)=[O:24])[CH3:21], predict the reactants needed to synthesize it. The reactants are: C(O[C:4]([C:6]1[C:12]2NC3C=CC=CC=3[C:11]=2CCNC=1)=O)C.[CH2:20]([O:22][C:23]([C:25]1[C:31]2[NH:32][C:33]3[CH:34]=[C:35](O)[CH:36]=[CH:37][C:38]=3[C:30]=2[C:29]([CH3:41])([CH3:40])[CH2:28][N:27]([C:42](=[O:51])[C:43]2[CH:48]=[CH:47][C:46]([F:49])=[C:45](F)[CH:44]=2)[CH:26]=1)=[O:24])[CH3:21].[CH2:52]([N:54](CC)[CH2:55]C)C.[CH2:59]([N:62]=[C:63]=[O:64])[CH2:60][CH3:61].